This data is from Catalyst prediction with 721,799 reactions and 888 catalyst types from USPTO. The task is: Predict which catalyst facilitates the given reaction. Reactant: [N:1]#[C:2][NH2:3].[Na].[C:5]([C:9]1[CH:19]=[CH:18][C:12]([O:13][CH2:14][C@@H:15]2[CH2:17][O:16]2)=[CH:11][CH:10]=1)([CH3:8])([CH3:7])[CH3:6]. Product: [C:5]([C:9]1[CH:19]=[CH:18][C:12]([O:13][CH2:14][C@H:15]2[O:16][C:2]([NH2:3])=[N:1][CH2:17]2)=[CH:11][CH:10]=1)([CH3:6])([CH3:7])[CH3:8]. The catalyst class is: 5.